This data is from Catalyst prediction with 721,799 reactions and 888 catalyst types from USPTO. The task is: Predict which catalyst facilitates the given reaction. (1) Reactant: [C:1]([O:5][C:6]([N:8]([CH2:10][C:11]1[CH:12]=[C:13]([C:29]2[CH:34]=[CH:33][CH:32]=[CH:31][CH:30]=2)[N:14]([S:16]([C:19]2[CH:28]=[CH:27][CH:26]=[CH:25][C:20]=2[C:21]([O:23]C)=[O:22])(=[O:18])=[O:17])[CH:15]=1)[CH3:9])=[O:7])([CH3:4])([CH3:3])[CH3:2].[OH-].[Na+].Cl. Product: [C:1]([O:5][C:6]([N:8]([CH2:10][C:11]1[CH:12]=[C:13]([C:29]2[CH:30]=[CH:31][CH:32]=[CH:33][CH:34]=2)[N:14]([S:16]([C:19]2[CH:28]=[CH:27][CH:26]=[CH:25][C:20]=2[C:21]([OH:23])=[O:22])(=[O:17])=[O:18])[CH:15]=1)[CH3:9])=[O:7])([CH3:4])([CH3:2])[CH3:3]. The catalyst class is: 83. (2) The catalyst class is: 8. Reactant: [CH3:1][N:2]([CH3:23])[C:3]([CH:5]1[CH2:10][CH2:9][N:8]([C:11]2[CH:16]=[CH:15][N:14]=[C:13]3[N:17]([CH3:22])[CH:18]=[C:19]([CH:20]=O)[C:12]=23)[CH2:7][CH2:6]1)=[O:4].[OH:24][C:25]1[C:30]2[C:31](=[O:34])[CH2:32][O:33][C:29]=2[CH:28]=[CH:27][CH:26]=1.Cl. Product: [OH:24][C:25]1[C:30]2[C:31](=[O:34])/[C:32](=[CH:20]/[C:19]3[C:12]4[C:13](=[N:14][CH:15]=[CH:16][C:11]=4[N:8]4[CH2:9][CH2:10][CH:5]([C:3]([N:2]([CH3:1])[CH3:23])=[O:4])[CH2:6][CH2:7]4)[N:17]([CH3:22])[CH:18]=3)/[O:33][C:29]=2[CH:28]=[CH:27][CH:26]=1.